Dataset: Reaction yield outcomes from USPTO patents with 853,638 reactions. Task: Predict the reaction yield, written as a fraction of the theoretical maximum amount of product (1.0 means a 100% yield; for example, 0.34 means a 34% yield). (1) The reactants are FC(F)(F)C(O)=O.[C:8]1([C:14]2[CH:19]=[C:18]([CH:20]3[CH2:25][CH2:24][NH:23][CH2:22][CH2:21]3)[CH:17]=[CH:16][C:15]=2[NH:26][C:27]([C:29]2[NH:30][CH:31]=[C:32]([C:34]#[N:35])[N:33]=2)=[O:28])[CH2:13][CH2:12][CH2:11][CH2:10][CH:9]=1.CCN(CC)CC.C[Si]([N:47]=[C:48]=[O:49])(C)C. The catalyst is C(Cl)Cl. The product is [C:34]([C:32]1[N:33]=[C:29]([C:27]([NH:26][C:15]2[CH:16]=[CH:17][C:18]([CH:20]3[CH2:21][CH2:22][N:23]([C:48]([NH2:47])=[O:49])[CH2:24][CH2:25]3)=[CH:19][C:14]=2[C:8]2[CH2:13][CH2:12][CH2:11][CH2:10][CH:9]=2)=[O:28])[NH:30][CH:31]=1)#[N:35]. The yield is 0.700. (2) The reactants are [CH3:1][C:2]1[C:3]([O:21][C:22]2[CH:27]=[CH:26][CH:25]=[CH:24][CH:23]=2)=[CH:4][CH:5]=[C:6]2[C:11]=1[O:10][CH:9]([C:12]([F:15])([F:14])[F:13])[C:8]([C:16]([O:18]CC)=[O:17])=[CH:7]2.[Li+].[OH-]. The catalyst is C1COCC1.CCO.O.Cl.CC#N.CN(C=O)C. The product is [CH3:1][C:2]1[C:3]([O:21][C:22]2[CH:27]=[CH:26][CH:25]=[CH:24][CH:23]=2)=[CH:4][CH:5]=[C:6]2[C:11]=1[O:10][CH:9]([C:12]([F:15])([F:13])[F:14])[C:8]([C:16]([OH:18])=[O:17])=[CH:7]2. The yield is 0.550. (3) The reactants are [CH3:1][O:2][CH2:3][N:4]1[C:12]2[C:7](=[CH:8][CH:9]=[CH:10][C:11]=2[NH:13][S:14]([C:17]2[CH:22]=[CH:21][CH:20]=[CH:19][N:18]=2)(=[O:16])=[O:15])[CH:6]=[C:5]1[C:23]([O:25]CC)=[O:24].[OH-].[K+].C(O)(=O)CC(CC(O)=O)(C(O)=O)O. The catalyst is O1CCCC1.CO. The product is [CH3:1][O:2][CH2:3][N:4]1[C:12]2[C:7](=[CH:8][CH:9]=[CH:10][C:11]=2[NH:13][S:14]([C:17]2[CH:22]=[CH:21][CH:20]=[CH:19][N:18]=2)(=[O:16])=[O:15])[CH:6]=[C:5]1[C:23]([OH:25])=[O:24]. The yield is 0.910. (4) The reactants are [OH:1][NH:2][C:3](=[O:9])[O:4][C:5]([CH3:8])([CH3:7])[CH3:6].[CH:10]1[CH2:14][CH:13]=[CH:12][CH:11]=1.I([O-])(=O)(=O)=O.[Na+]. The catalyst is CO.O. The product is [CH:12]12[CH2:13][CH:14]([CH:10]=[CH:11]1)[N:2]([C:3]([O:4][C:5]([CH3:8])([CH3:7])[CH3:6])=[O:9])[O:1]2. The yield is 0.670. (5) The reactants are [CH3:1][C:2]1[C:3](=[O:23])[N:4]2[C:16](=[CH:17][C:18]=1[C:19](=[O:22])[CH2:20][CH3:21])[C:7]1=[N:8][C:9]3[C:14]([CH:15]=[C:6]1[CH2:5]2)=[CH:13][CH:12]=[CH:11][CH:10]=3.Cl[Al](CC)CC.Br[CH2:31][C:32]([O:34][CH2:35][CH3:36])=[O:33].[K].C(C(C(C([O-])=O)O)O)([O-])=O.[Na+].[Na+]. The catalyst is O1CCCC1.[Zn].C([O-])(=O)C.[Ag+].C(O)C. The product is [OH:22][C:19]([C:18]1[CH:17]=[C:16]2[N:4]([CH2:5][C:6]3[C:7]2=[N:8][C:9]2[C:14]([CH:15]=3)=[CH:13][CH:12]=[CH:11][CH:10]=2)[C:3](=[O:23])[C:2]=1[CH3:1])([CH2:20][CH3:21])[CH2:31][C:32]([O:34][CH2:35][CH3:36])=[O:33]. The yield is 0.0150. (6) The reactants are C1C=CC(P(C2C=CC3C(=CC=CC=3)C=2C2C3C(=CC=CC=3)C=CC=2P(C2C=CC=CC=2)C2C=CC=CC=2)C2C=CC=CC=2)=CC=1.[Cl:47][C:48]1[CH:53]=[CH:52][C:51](B(O)O)=[CH:50][CH:49]=1.CO.[CH2:59]([N:66]1[CH2:70][CH:69]=[C:68]([C:71](=[O:73])[CH3:72])[CH2:67]1)[C:60]1[CH:65]=[CH:64][CH:63]=[CH:62][CH:61]=1. The catalyst is O. The product is [CH2:59]([N:66]1[CH2:70][C@H:69]([C:51]2[CH:52]=[CH:53][C:48]([Cl:47])=[CH:49][CH:50]=2)[C@@H:68]([C:71](=[O:73])[CH3:72])[CH2:67]1)[C:60]1[CH:65]=[CH:64][CH:63]=[CH:62][CH:61]=1. The yield is 0.330. (7) The reactants are C([Li])CCC.Br[C:7]1[CH:8]=[CH:9][CH:10]=[C:11]2[C:16]=1[CH2:15][N:14]([CH3:17])[CH2:13][CH2:12]2.[S:18](=[O:20])=[O:19].[Cl:21]NC(=O)CCC(N)=O. The catalyst is O1CCCC1.CCCCCC.ClCCl. The product is [CH3:17][N:14]1[CH2:13][CH2:12][C:11]2[C:16](=[C:7]([S:18]([Cl:21])(=[O:20])=[O:19])[CH:8]=[CH:9][CH:10]=2)[CH2:15]1. The yield is 0.440. (8) The reactants are C(OC([C:11]1[C:19]2[C:14](=[CH:15][CH:16]=[C:17](/C=C/C(OC)=O)[CH:18]=2)[NH:13][C:12]=1[CH3:26])=O)C1C=CC=CC=1.CO.[BH4-].[Li+].CCCCCC.[C:37](OCC)(=[O:39])[CH3:38]. The product is [NH:13]1[C:14]2[C:19](=[CH:18][CH:17]=[CH:16][CH:15]=2)[CH:11]=[C:12]1[CH2:26][CH2:38][CH2:37][OH:39]. The catalyst is C1COCC1. The yield is 0.810. (9) The reactants are [Cl:1][C:2]1[CH:17]=[CH:16][C:5]([O:6][C:7]2[CH:8]=[C:9]([N+:13]([O-])=O)[CH:10]=[CH:11][CH:12]=2)=[CH:4][C:3]=1[CH2:18][CH3:19].O. The catalyst is C(O)(=O)C.[Zn]. The product is [Cl:1][C:2]1[CH:17]=[CH:16][C:5]([O:6][C:7]2[CH:8]=[C:9]([CH:10]=[CH:11][CH:12]=2)[NH2:13])=[CH:4][C:3]=1[CH2:18][CH3:19]. The yield is 1.00.